This data is from Catalyst prediction with 721,799 reactions and 888 catalyst types from USPTO. The task is: Predict which catalyst facilitates the given reaction. (1) Reactant: FC(F)(F)C(O)=O.C([O:12][C:13]([C:15]1[CH:20]=[CH:19][C:18]([NH:21][C:22]([CH:24]2[N:29]([C:30](=[O:45])/[CH:31]=[CH:32]/[C:33]3[CH:38]=[C:37]([Cl:39])[CH:36]=[CH:35][C:34]=3[N:40]3[CH:44]=[N:43][N:42]=[N:41]3)[CH2:28][CH:27]([O:46][CH:47]3[CH2:52][CH2:51][N:50](C(OC(C)(C)C)=O)[CH2:49][CH2:48]3)[CH2:26][CH:25]2[C:60]2[CH:65]=[CH:64][CH:63]=[CH:62][CH:61]=2)=[O:23])=[CH:17][CH:16]=1)=[O:14])(C)(C)C. Product: [Cl:39][C:37]1[CH:36]=[CH:35][C:34]([N:40]2[CH:44]=[N:43][N:42]=[N:41]2)=[C:33](/[CH:32]=[CH:31]/[C:30]([N:29]2[CH2:28][CH:27]([O:46][CH:47]3[CH2:48][CH2:49][NH:50][CH2:51][CH2:52]3)[CH2:26][CH:25]([C:60]3[CH:61]=[CH:62][CH:63]=[CH:64][CH:65]=3)[CH:24]2[C:22]([NH:21][C:18]2[CH:17]=[CH:16][C:15]([C:13]([OH:14])=[O:12])=[CH:20][CH:19]=2)=[O:23])=[O:45])[CH:38]=1. The catalyst class is: 2. (2) The catalyst class is: 184. Product: [OH:1][C:2]([CH3:35])([CH3:34])[CH2:3][C@@:4]1([C:28]2[CH:29]=[CH:30][CH:31]=[CH:32][CH:33]=2)[O:9][C:8](=[O:10])[N:7]([C@H:11]([C:13]2[CH:18]=[CH:17][C:16]([C:37]3[CH:46]=[CH:45][C:40]([C:41]([O:43][CH3:44])=[O:42])=[CH:39][N:38]=3)=[CH:15][CH:14]=2)[CH3:12])[CH2:6][CH2:5]1. Reactant: [OH:1][C:2]([CH3:35])([CH3:34])[CH2:3][C@@:4]1([C:28]2[CH:33]=[CH:32][CH:31]=[CH:30][CH:29]=2)[O:9][C:8](=[O:10])[N:7]([C@H:11]([C:13]2[CH:18]=[CH:17][C:16](B3OC(C)(C)C(C)(C)O3)=[CH:15][CH:14]=2)[CH3:12])[CH2:6][CH2:5]1.Br[C:37]1[CH:46]=[CH:45][C:40]([C:41]([O:43][CH3:44])=[O:42])=[CH:39][N:38]=1. (3) Reactant: C[O:2][C:3](=[O:29])[C:4]([CH3:28])([CH3:27])/[CH:5]=[CH:6]/[C:7]1[CH:16]=[C:15]2[C:10]([CH:11]=[N:12][C:13]([CH:17]([O:19][Si:20]([C:23]([CH3:26])([CH3:25])[CH3:24])([CH3:22])[CH3:21])[CH3:18])=[N:14]2)=[CH:9][CH:8]=1.[OH-].[Li+]. Product: [C:23]([Si:20]([CH3:22])([CH3:21])[O:19][CH:17]([C:13]1[N:12]=[CH:11][C:10]2[C:15](=[CH:16][C:7](/[CH:6]=[CH:5]/[C:4]([CH3:28])([CH3:27])[C:3]([OH:29])=[O:2])=[CH:8][CH:9]=2)[N:14]=1)[CH3:18])([CH3:26])([CH3:25])[CH3:24]. The catalyst class is: 30. (4) Reactant: [CH3:1][C:2]1[N:3]=[C:4]([C:9]2[CH:14]=[CH:13][C:12]([C:15]([F:18])([F:17])[F:16])=[CH:11][CH:10]=2)[S:5][C:6]=1[CH:7]=[O:8].[F:19][C:20]([Si](C)(C)C)([F:22])[F:21].[F-].C([N+](CCCC)(CCCC)CCCC)CCC. Product: [F:19][C:20]([F:22])([F:21])[CH:7]([C:6]1[S:5][C:4]([C:9]2[CH:10]=[CH:11][C:12]([C:15]([F:18])([F:16])[F:17])=[CH:13][CH:14]=2)=[N:3][C:2]=1[CH3:1])[OH:8]. The catalyst class is: 7. (5) Reactant: [CH:1]#[C:2][CH2:3][C@@H:4]([NH2:8])[C:5]([OH:7])=[O:6].C([O-])([O-])=O.[Na+].[Na+].[C:15]1([S:21](Cl)(=[O:23])=[O:22])[CH:20]=[CH:19][CH:18]=[CH:17][CH:16]=1. Product: [CH:16]1[CH:17]=[CH:18][CH:19]=[CH:20][C:15]=1[S:21]([NH:8][C@H:4]([CH2:3][C:2]#[CH:1])[C:5]([OH:7])=[O:6])(=[O:23])=[O:22]. The catalyst class is: 38. (6) Reactant: [CH3:1][O:2][C:3]1[CH:17]=[CH:16][C:6]([CH2:7][N:8]2[C:12](=[O:13])[CH2:11][NH:10][S:9]2(=[O:15])=[O:14])=[CH:5][CH:4]=1.[I:18][C:19]1[CH:20]=[C:21]([CH:24]=[CH:25][CH:26]=1)[CH2:22]O.C1(P(C2C=CC=CC=2)C2C=CC=CC=2)C=CC=CC=1.N(C(OCC)=O)=NC(OCC)=O. Product: [I:18][C:19]1[CH:20]=[C:21]([CH:24]=[CH:25][CH:26]=1)[CH2:22][N:10]1[S:9](=[O:15])(=[O:14])[N:8]([CH2:7][C:6]2[CH:5]=[CH:4][C:3]([O:2][CH3:1])=[CH:17][CH:16]=2)[C:12](=[O:13])[CH2:11]1. The catalyst class is: 1.